From a dataset of Forward reaction prediction with 1.9M reactions from USPTO patents (1976-2016). Predict the product of the given reaction. (1) Given the reactants [O:1]=[C:2]1[CH2:11][CH2:10][C:9]2[C:4](=[CH:5][C:6]([CH2:12][C:13]([O:15]C)=[O:14])=[CH:7][CH:8]=2)[NH:3]1.[OH-:17].[Na+], predict the reaction product. The product is: [O:1]=[C:2]1[CH2:11][CH2:10][C:9]2[C:4](=[CH:5][C:6]([CH2:12][C:13]([O:15][OH:17])=[O:14])=[CH:7][CH:8]=2)[NH:3]1. (2) The product is: [CH2:24]([O:23][C:21]([NH:5][C@H:6]([CH2:7][CH2:32][C:31]([O:34][CH3:35])=[O:33])[C:12]([O:14][CH3:15])=[O:13])=[O:22])[C:25]1[CH:30]=[CH:29][CH:28]=[CH:27][CH:26]=1. Given the reactants S(Cl)(Cl)=O.[NH2:5][C@@H:6]([C:12]([OH:14])=[O:13])[CH2:7]CC(O)=O.[C:15](=O)([O-])O.[K+].Cl[C:21]([O:23][CH2:24][C:25]1[CH:30]=[CH:29][CH:28]=[CH:27][CH:26]=1)=[O:22].[C:31]([O:34][CH2:35]C)(=[O:33])[CH3:32], predict the reaction product.